From a dataset of Forward reaction prediction with 1.9M reactions from USPTO patents (1976-2016). Predict the product of the given reaction. (1) Given the reactants [CH2:1]([C:4]1[N:5]([CH2:17][CH2:18][CH2:19][CH:20]=[O:21])[C:6]2[C:15]3[CH:14]=[CH:13][CH:12]=[CH:11][C:10]=3[N:9]=[CH:8][C:7]=2[N:16]=1)[CH2:2][CH3:3].N[C:23]1C2N=C(CCCC)N(CCCC(N(OC)C)=O)C=2C2N=CC=CC=2N=1, predict the reaction product. The product is: [CH2:1]([C:4]1[N:5]([CH2:17][CH2:18][CH2:19][CH:20]([OH:21])[CH3:23])[C:6]2[C:15]3[CH:14]=[CH:13][CH:12]=[CH:11][C:10]=3[N:9]=[CH:8][C:7]=2[N:16]=1)[CH2:2][CH3:3]. (2) Given the reactants Br[C:2]1[CH:11]=[C:10]2[C:5]([CH2:6][CH:7]([CH3:26])[N:8]([C:12]3[CH:17]=[C:16]([N:18]4[CH2:23][CH2:22][N:21]([CH3:24])[CH2:20][CH2:19]4)[N:15]=[C:14]([NH2:25])[N:13]=3)[CH2:9]2)=[CH:4][CH:3]=1.CC1(C)C(C)(C)OB([C:35]2[CH2:36][CH2:37][N:38]([C:41]([O:43][C:44]([CH3:47])([CH3:46])[CH3:45])=[O:42])[CH2:39][CH:40]=2)O1.[B].ClCCl.C(=O)([O-])[O-].[K+].[K+].O, predict the reaction product. The product is: [NH2:25][C:14]1[N:13]=[C:12]([N:8]2[CH:7]([CH3:26])[CH2:6][C:5]3[C:10](=[CH:11][C:2]([C:35]4[CH2:40][CH2:39][N:38]([C:41]([O:43][C:44]([CH3:47])([CH3:46])[CH3:45])=[O:42])[CH2:37][CH:36]=4)=[CH:3][CH:4]=3)[CH2:9]2)[CH:17]=[C:16]([N:18]2[CH2:23][CH2:22][N:21]([CH3:24])[CH2:20][CH2:19]2)[N:15]=1.